Dataset: Full USPTO retrosynthesis dataset with 1.9M reactions from patents (1976-2016). Task: Predict the reactants needed to synthesize the given product. (1) Given the product [Cl:20][C:21]1[C:26]([NH:27][S:28]([C:31]2[CH:36]=[CH:35][C:34]([F:37])=[CH:33][C:32]=2[F:38])(=[O:30])=[O:29])=[CH:25][C:24]([C:2]2[CH:3]=[CH:4][C:5]3[N:6]=[CH:7][N:8]=[C:9]([O:12][CH:13]4[CH2:18][CH2:17][N:16]([CH3:19])[CH2:15][CH2:14]4)[C:10]=3[N:11]=2)=[CH:23][N:22]=1, predict the reactants needed to synthesize it. The reactants are: Cl[C:2]1[CH:3]=[CH:4][C:5]2[N:6]=[CH:7][N:8]=[C:9]([O:12][CH:13]3[CH2:18][CH2:17][N:16]([CH3:19])[CH2:15][CH2:14]3)[C:10]=2[N:11]=1.[Cl:20][C:21]1[C:26]([NH:27][S:28]([C:31]2[CH:36]=[CH:35][C:34]([F:37])=[CH:33][C:32]=2[F:38])(=[O:30])=[O:29])=[CH:25][C:24](B2OC(C)(C)C(C)(C)O2)=[CH:23][N:22]=1.C(=O)(O)[O-].[Na+]. (2) Given the product [CH3:16][N:17]1[CH:21]=[C:20]([C:2]2[CH:15]=[CH:14][C:5]3[N:6]=[C:7]([N:9]4[CH2:12][CH:11]([OH:13])[CH2:10]4)[S:8][C:4]=3[CH:3]=2)[CH:19]=[N:18]1, predict the reactants needed to synthesize it. The reactants are: Br[C:2]1[CH:15]=[CH:14][C:5]2[N:6]=[C:7]([N:9]3[CH2:12][CH:11]([OH:13])[CH2:10]3)[S:8][C:4]=2[CH:3]=1.[CH3:16][N:17]1[CH:21]=[C:20](B2OC(C)(C)C(C)(C)O2)[CH:19]=[N:18]1.C1CCC(P(C2C(C3C=CC=CC=3)=CC=CC=2)C2CCCCC2)CC1. (3) Given the product [C:12]([OH:23])(=[O:1])[CH2:11][CH2:10][CH2:9][CH2:8][CH2:7][CH2:6][CH2:5][CH2:4][C:3]([OH:22])=[O:21], predict the reactants needed to synthesize it. The reactants are: [OH-:1].[Na+].[C:3]([OH:22])(=[O:21])[CH2:4][CH2:5][CH2:6][CH2:7][CH2:8][CH2:9][CH2:10][CH2:11][CH2:12]CCCCCCCC.[OH2:23]. (4) Given the product [CH3:18][O:17][C:16]1[CH:15]=[CH:14][C:4]([C:5]([NH:7][C:8]2[CH:13]=[CH:12][CH:11]=[CH:10][CH:9]=2)=[O:6])=[CH:3][C:2]=1[NH:1][C:20]([NH:19][C:22]1[CH:23]=[CH:24][C:25]([S:28](=[O:30])(=[O:29])[NH2:31])=[CH:26][CH:27]=1)=[S:21], predict the reactants needed to synthesize it. The reactants are: [NH2:1][C:2]1[CH:3]=[C:4]([CH:14]=[CH:15][C:16]=1[O:17][CH3:18])[C:5]([NH:7][C:8]1[CH:13]=[CH:12][CH:11]=[CH:10][CH:9]=1)=[O:6].[N:19]([C:22]1[CH:27]=[CH:26][C:25]([S:28]([NH2:31])(=[O:30])=[O:29])=[CH:24][CH:23]=1)=[C:20]=[S:21]. (5) Given the product [OH:1][CH:2]1[C:6]2([CH2:7][CH2:8][N:9]([C:12]([O:14][C:15]([CH3:16])([CH3:18])[CH3:17])=[O:13])[CH2:10][CH2:11]2)[C:5](=[O:19])[N:4]([C:21]2[CH2:25][O:24][C:23](=[O:26])[CH:22]=2)[CH2:3]1, predict the reactants needed to synthesize it. The reactants are: [OH:1][CH:2]1[C:6]2([CH2:11][CH2:10][N:9]([C:12]([O:14][C:15]([CH3:18])([CH3:17])[CH3:16])=[O:13])[CH2:8][CH2:7]2)[C:5](=[O:19])[NH:4][CH2:3]1.Br[C:21]1[CH2:25][O:24][C:23](=[O:26])[CH:22]=1.CC1(C)C2C(=C(P(C3C=CC=CC=3)C3C=CC=CC=3)C=CC=2)OC2C(P(C3C=CC=CC=3)C3C=CC=CC=3)=CC=CC1=2.C([O-])([O-])=O.[K+].[K+].N#N.O. (6) Given the product [C:38]1([C:28]2[N:29]=[C:30]([C:32]3[CH:33]=[CH:34][CH:35]=[CH:36][CH:37]=3)[N:31]=[C:26]([C:19]3[S:20][C:3]4[C:2]([CH3:24])([CH3:1])[C:16]5[C:17]6[N:5]([C:6]7[CH:7]=[CH:8][CH:9]=[CH:10][C:11]=7[C:12]=6[CH:13]=[CH:14][CH:15]=5)[C:4]=4[CH:18]=3)[N:27]=2)[CH:43]=[CH:42][CH:41]=[CH:40][CH:39]=1, predict the reactants needed to synthesize it. The reactants are: [CH3:1][C:2]1([CH3:24])[C:16]2[C:17]3[N:5]([C:6]4[CH:7]=[CH:8][CH:9]=[CH:10][C:11]=4[C:12]=3[CH:13]=[CH:14][CH:15]=2)[C:4]2[CH:18]=[C:19](B(O)O)[S:20][C:3]1=2.Cl[C:26]1[N:31]=[C:30]([C:32]2[CH:37]=[CH:36][CH:35]=[CH:34][CH:33]=2)[N:29]=[C:28]([C:38]2[CH:43]=[CH:42][CH:41]=[CH:40][CH:39]=2)[N:27]=1.P([O-])([O-])([O-])=O.[K+].[K+].[K+].C1(C)C=CC=CC=1P(C1C=CC=CC=1C)C1C=CC=CC=1C. (7) Given the product [NH2:37][C:36]1[O:7][C:6]([C:8]2[C:17]3[C:12](=[CH:13][CH:14]=[CH:15][CH:16]=3)[CH:11]=[CH:10][CH:9]=2)=[C:5]([CH3:18])[N:35]=1, predict the reactants needed to synthesize it. The reactants are: C(O[CH:5]([CH3:18])[C:6]([C:8]1[C:17]2[C:12](=[CH:13][CH:14]=[CH:15][CH:16]=2)[CH:11]=[CH:10][CH:9]=1)=[O:7])(=O)C.Cl.OC(C)C(C1C2C(=CC=CC=2)C=CC=1)=O.[N:35]#[C:36][NH2:37].[OH-].[Na+].